This data is from Full USPTO retrosynthesis dataset with 1.9M reactions from patents (1976-2016). The task is: Predict the reactants needed to synthesize the given product. (1) Given the product [NH2:1][C:2](=[O:42])[CH:3]([C:5]1[CH:10]=[CH:9][CH:8]=[CH:7][C:6]=1[CH2:11][CH2:12][C:13]1[C:18]([C:19]([F:22])([F:21])[F:20])=[CH:17][N:16]=[C:15]([NH:23][C:24]2[CH:25]=[N:26][N:27]([CH:29]3[CH2:30][CH2:31][N:32]([C:35]([O:37][C:38]([CH3:40])([CH3:41])[CH3:39])=[O:36])[CH2:33][CH2:34]3)[CH:28]=2)[N:14]=1)[CH3:4], predict the reactants needed to synthesize it. The reactants are: [NH2:1][C:2](=[O:42])[CH:3]([C:5]1[CH:10]=[CH:9][CH:8]=[CH:7][C:6]=1[C:11]#[C:12][C:13]1[C:18]([C:19]([F:22])([F:21])[F:20])=[CH:17][N:16]=[C:15]([NH:23][C:24]2[CH:25]=[N:26][N:27]([CH:29]3[CH2:34][CH2:33][N:32]([C:35]([O:37][C:38]([CH3:41])([CH3:40])[CH3:39])=[O:36])[CH2:31][CH2:30]3)[CH:28]=2)[N:14]=1)[CH3:4]. (2) Given the product [CH3:1][C:2]1[CH:8]=[CH:7][C:6]([N+:9]([O-:11])=[O:10])=[CH:5][C:3]=1[NH:4][C:17](=[O:18])[O:16][C:13]([CH3:15])([CH3:14])[CH3:12], predict the reactants needed to synthesize it. The reactants are: [CH3:1][C:2]1[CH:8]=[CH:7][C:6]([N+:9]([O-:11])=[O:10])=[CH:5][C:3]=1[NH2:4].[CH3:12][C:13]([O:16][C:17](O[C:17]([O:16][C:13]([CH3:15])([CH3:14])[CH3:12])=[O:18])=[O:18])([CH3:15])[CH3:14]. (3) Given the product [CH2:1]([O:3][C:4]([C:6]1[N:11]=[C:10]([C:28]#[C:27][Si:24]([CH3:26])([CH3:25])[CH3:23])[C:9]2[N:13]=[C:14]([C:16]3[CH:21]=[CH:20][CH:19]=[CH:18][CH:17]=3)[S:15][C:8]=2[C:7]=1[OH:22])=[O:5])[CH3:2], predict the reactants needed to synthesize it. The reactants are: [CH2:1]([O:3][C:4]([C:6]1[N:11]=[C:10](Br)[C:9]2[N:13]=[C:14]([C:16]3[CH:21]=[CH:20][CH:19]=[CH:18][CH:17]=3)[S:15][C:8]=2[C:7]=1[OH:22])=[O:5])[CH3:2].[CH3:23][Si:24]([C:27]#[CH:28])([CH3:26])[CH3:25].C(N(CC)CC)C. (4) Given the product [CH2:1]([S:8][C:20]1[CH:25]=[CH:24][CH:23]=[C:22]([O:26][CH3:27])[C:21]=1[C:28](=[O:30])[CH3:29])[C:2]1[CH:7]=[CH:6][CH:5]=[CH:4][CH:3]=1, predict the reactants needed to synthesize it. The reactants are: [CH2:1]([SH:8])[C:2]1[CH:7]=[CH:6][CH:5]=[CH:4][CH:3]=1.C[Si](C)(C)[N-][Si](C)(C)C.[Li+].F[C:20]1[CH:25]=[CH:24][CH:23]=[C:22]([O:26][CH3:27])[C:21]=1[C:28](=[O:30])[CH3:29].O. (5) Given the product [Cl:25][CH2:26][CH2:27][N:28]1[CH2:29][CH2:30][N:18]2[C:19](=[O:20])[C:14]([N:12]3[CH:13]=[C:9]([CH3:8])[N:10]=[CH:11]3)=[CH:15][CH:16]=[C:17]2[C:21]1=[O:23], predict the reactants needed to synthesize it. The reactants are: C(=O)([O-])[O-].[K+].[K+].Cl.[CH3:8][C:9]1[N:10]=[CH:11][N:12]([C:14]2[C:19](=[O:20])[NH:18][C:17]([C:21]([OH:23])=O)=[CH:16][CH:15]=2)[CH:13]=1.Cl.[Cl:25][CH2:26][CH2:27][NH:28][CH2:29][CH2:30]Cl.F[P-](F)(F)(F)(F)F.N1(OC(N(C)C)=[N+](C)C)C2N=CC=CC=2N=N1. (6) Given the product [CH2:12]([N:19]1[C:27]([OH:28])=[N:26][C:25]2[C:20]1=[N:21][C:22]([CH2:30][CH:2]([C:1]([O:8][CH3:9])=[O:7])[C:3]([O:5][CH3:6])=[O:4])=[N:23][C:24]=2[NH2:29])[C:13]1[CH:18]=[CH:17][CH:16]=[CH:15][CH:14]=1, predict the reactants needed to synthesize it. The reactants are: [C:1]([O:8][CH3:9])(=[O:7])[CH2:2][C:3]([O:5][CH3:6])=[O:4].[H-].[Na+].[CH2:12]([N:19]1[C:27]([OH:28])=[N:26][C:25]2[C:20]1=[N:21][C:22]([CH2:30]Cl)=[N:23][C:24]=2[NH2:29])[C:13]1[CH:18]=[CH:17][CH:16]=[CH:15][CH:14]=1. (7) Given the product [CH2:1]([O:8][C:9](=[O:32])[CH2:10][C@@H:11]([NH:24][C:25]([O:27][C:28]([CH3:29])([CH3:30])[CH3:31])=[O:26])[C:12]([NH:14][C@@H:15]([CH2:37][C:38]1[N:42]=[CH:41][NH:40][CH:39]=1)[CH2:20][OH:23])=[O:13])[C:2]1[CH:7]=[CH:6][CH:5]=[CH:4][CH:3]=1, predict the reactants needed to synthesize it. The reactants are: [CH2:1]([O:8][C:9](=[O:32])[CH2:10][C@@H:11]([NH:24][C:25]([O:27][C:28]([CH3:31])([CH3:30])[CH3:29])=[O:26])[C:12]([NH:14][C@H:15]([C:20](=[O:23])NC)C(C)(C)C)=[O:13])[C:2]1[CH:7]=[CH:6][CH:5]=[CH:4][CH:3]=1.Cl.Cl.N[C@H](CO)[CH2:37][C:38]1[N:42]=[CH:41][NH:40][CH:39]=1.CN(C(ON1N=NC2C=CC=CC1=2)=[N+](C)C)C.[B-](F)(F)(F)F. (8) Given the product [NH2:1][C:2]1[C:3]([C:8]([NH2:12])=[O:10])=[N:4][CH:5]=[CH:6][N:7]=1, predict the reactants needed to synthesize it. The reactants are: [NH2:1][C:2]1[C:3]([C:8]([O:10]C)=O)=[N:4][CH:5]=[CH:6][N:7]=1.[NH3:12].